Dataset: Full USPTO retrosynthesis dataset with 1.9M reactions from patents (1976-2016). Task: Predict the reactants needed to synthesize the given product. (1) The reactants are: [F:1][C:2]1[CH:3]=[C:4]([CH:29]=[CH:30][CH:31]=1)[CH2:5][NH:6][C:7](=[O:28])[NH:8][C:9]1[S:10][CH:11]=[C:12]([CH2:14][N:15]([CH3:27])[C:16]([C:18]2[CH:23]=[C:22]([O:24][CH3:25])[N:21]=[N:20][C:19]=2Cl)=[O:17])[N:13]=1.[CH3:32][NH:33][CH3:34]. Given the product [CH3:32][N:33]([CH3:34])[C:19]1[N:20]=[N:21][C:22]([O:24][CH3:25])=[CH:23][C:18]=1[C:16]([N:15]([CH2:14][C:12]1[N:13]=[C:9]([NH:8][C:7]([NH:6][CH2:5][C:4]2[CH:29]=[CH:30][CH:31]=[C:2]([F:1])[CH:3]=2)=[O:28])[S:10][CH:11]=1)[CH3:27])=[O:17], predict the reactants needed to synthesize it. (2) Given the product [CH2:1]([O:4][C@@H:5]1[CH2:9][N:8]([CH:10]2[CH2:15][CH2:14][O:13][CH2:12][CH2:11]2)[CH2:7][C@H:6]1[NH:16][C:17](=[O:32])[CH2:18][C:19]1[NH:23][C:22]2[CH:24]=[CH:25][CH:26]=[C:27]([C:28]([F:29])([F:31])[F:30])[C:21]=2[N:20]=1)[CH2:2][CH3:3], predict the reactants needed to synthesize it. The reactants are: [CH2:1]([O:4][C@@H:5]1[CH2:9][N:8]([CH:10]2[CH2:15][CH2:14][O:13][CH2:12][CH2:11]2)[CH2:7][C@H:6]1[NH:16][C:17](=[O:32])[CH2:18][C:19]1[NH:23][C:22]2[CH:24]=[CH:25][CH:26]=[C:27]([C:28]([F:31])([F:30])[F:29])[C:21]=2[N:20]=1)[CH:2]=[CH2:3]. (3) Given the product [Cl:1][C:2]1[CH:3]=[C:4]([C:10](=[O:16])/[CH:11]=[CH:12]/[C:13]([O:15][CH2:21][CH3:22])=[O:14])[CH:5]=[CH:6][C:7]=1[O:8][CH3:9], predict the reactants needed to synthesize it. The reactants are: [Cl:1][C:2]1[CH:3]=[C:4]([C:10](=[O:16])/[CH:11]=[CH:12]/[C:13]([OH:15])=[O:14])[CH:5]=[CH:6][C:7]=1[O:8][CH3:9].S(OCC)(O[CH2:21][CH3:22])(=O)=O.C(=O)([O-])[O-].[K+].[K+].C(O)(=O)C. (4) Given the product [NH2:7][C@@H:8]1[CH2:13][CH2:12][C:11]([CH3:14])([OH:15])[C:10]([CH3:17])([CH3:16])[CH2:9]1, predict the reactants needed to synthesize it. The reactants are: C(OC(=O)[NH:7][C@@H:8]1[CH2:13][CH2:12][C:11]([OH:15])([CH3:14])[C:10]([CH3:17])([CH3:16])[CH2:9]1)(C)(C)C.C(O)(C(F)(F)F)=O.